Dataset: Catalyst prediction with 721,799 reactions and 888 catalyst types from USPTO. Task: Predict which catalyst facilitates the given reaction. (1) Reactant: [F:1][C:2]1[CH:3]=[C:4]([CH:8]=[CH:9][CH:10]=[CH:11][C:12]([O:14][CH2:15][CH3:16])=[O:13])[CH:5]=[CH:6][CH:7]=1.[H][H]. Product: [F:1][C:2]1[CH:3]=[C:4]([CH2:8][CH2:9][CH2:10][CH2:11][C:12]([O:14][CH2:15][CH3:16])=[O:13])[CH:5]=[CH:6][CH:7]=1. The catalyst class is: 63. (2) Reactant: [F:1][C:2]([F:16])([F:15])[C:3]1[CH:8]=[CH:7][CH:6]=[CH:5][C:4]=1[C:9]1(O)[CH2:13][CH2:12][CH2:11][CH2:10]1.[H][H]. Product: [CH:9]1([C:4]2[CH:5]=[CH:6][CH:7]=[CH:8][C:3]=2[C:2]([F:1])([F:15])[F:16])[CH2:10][CH2:11][CH2:12][CH2:13]1. The catalyst class is: 29. (3) Reactant: [ClH:1].C(O)C.C([N:12]1[CH2:19][C:16]2([CH2:18][CH2:17]2)[N:15]([C:20](=[O:25])[C:21]([F:24])([F:23])[F:22])[CH2:14][CH2:13]1)C1C=CC=CC=1.[H][H]. Product: [ClH:1].[F:24][C:21]([F:22])([F:23])[C:20]([N:15]1[CH2:14][CH2:13][NH:12][CH2:19][C:16]21[CH2:18][CH2:17]2)=[O:25]. The catalyst class is: 349.